From a dataset of Catalyst prediction with 721,799 reactions and 888 catalyst types from USPTO. Predict which catalyst facilitates the given reaction. (1) Reactant: [C:1]([O:4][C@H:5]([C@H:13]1[O:18][C@@H:17]([CH3:19])[CH2:16][N:15]([C:20]2[CH:24]=[CH:23][N:22]([C:25]3[CH:30]=[C:29]([C:31]([F:34])([F:33])[F:32])[N:28]=[N:27][CH:26]=3)[N:21]=2)[C:14]1=[O:35])[C:6]([O:8]C(C)(C)C)=[O:7])(=[O:3])[CH3:2]. Product: [C:1]([O:4][C@H:5]([C@H:13]1[O:18][C@@H:17]([CH3:19])[CH2:16][N:15]([C:20]2[CH:24]=[CH:23][N:22]([C:25]3[CH:30]=[C:29]([C:31]([F:32])([F:34])[F:33])[N:28]=[N:27][CH:26]=3)[N:21]=2)[C:14]1=[O:35])[C:6]([OH:8])=[O:7])(=[O:3])[CH3:2]. The catalyst class is: 157. (2) Reactant: C([O-])=O.[NH4+].C([O:12][C:13]1[CH:43]=[CH:42][C:16]([C:17]([NH:19][CH:20]([CH3:41])[C:21](=[O:40])[N:22]2[CH2:27][CH2:26][N:25]([C:28](=[O:39])[C:29]3[CH:34]=[CH:33][CH:32]=[CH:31][C:30]=3[C:35]([F:38])([F:37])[F:36])[CH2:24][CH2:23]2)=[O:18])=[CH:15][CH:14]=1)C1C=CC=CC=1. Product: [OH:12][C:13]1[CH:14]=[CH:15][C:16]([C:17]([NH:19][CH:20]([CH3:41])[C:21](=[O:40])[N:22]2[CH2:27][CH2:26][N:25]([C:28](=[O:39])[C:29]3[CH:34]=[CH:33][CH:32]=[CH:31][C:30]=3[C:35]([F:38])([F:37])[F:36])[CH2:24][CH2:23]2)=[O:18])=[CH:42][CH:43]=1. The catalyst class is: 19.